This data is from Forward reaction prediction with 1.9M reactions from USPTO patents (1976-2016). The task is: Predict the product of the given reaction. (1) Given the reactants [F:1][C:2]1[CH:3]=[C:4]([CH:16]=[CH:17][CH:18]=1)[O:5][C:6]1[CH:13]=[CH:12][C:11]([CH2:14][OH:15])=[CH:10][C:7]=1[C:8]#[N:9].Cl[C:20]1[CH:31]=[C:24]2[N:25]([CH3:30])[C@H:26]([CH3:29])[CH2:27][CH2:28][N:23]2[C:22](=[O:32])[N:21]=1, predict the reaction product. The product is: [CH3:30][N:25]1[C@H:26]([CH3:29])[CH2:27][CH2:28][N:23]2[C:22](=[O:32])[N:21]=[C:20]([O:15][CH2:14][C:11]3[CH:12]=[CH:13][C:6]([O:5][C:4]4[CH:16]=[CH:17][CH:18]=[C:2]([F:1])[CH:3]=4)=[C:7]([CH:10]=3)[C:8]#[N:9])[CH:31]=[C:24]12. (2) Given the reactants [Br:1][C:2]1[CH:3]=[C:4]2[C:8](=[CH:9][CH:10]=1)[CH:7]([CH3:11])[N:6](S(C1C=CC(C)=CC=1)(=O)=O)[CH2:5]2.C1(O)C=CC=CC=1.C(O)(=O)CC.[H-].[Na+], predict the reaction product. The product is: [Br:1][C:2]1[CH:3]=[C:4]2[C:8](=[CH:9][CH:10]=1)[CH:7]([CH3:11])[NH:6][CH2:5]2. (3) Given the reactants [CH3:1][CH:2]([C@H:4]1[CH2:8][O:7][C:6](=[O:9])[NH:5]1)[CH3:3].[F:10][C:11]([F:18])([F:17])[CH2:12][CH2:13][C:14](O)=[O:15], predict the reaction product. The product is: [CH3:1][CH:2]([C@H:4]1[CH2:8][O:7][C:6](=[O:9])[N:5]1[C:14](=[O:15])[CH2:13][CH2:12][C:11]([F:18])([F:17])[F:10])[CH3:3]. (4) Given the reactants Br[C:2]1[CH:3]=[C:4]([Cl:9])[CH:5]=[C:6](Br)[CH:7]=1.[C:10]1(B(O)O)[CH:15]=[CH:14][CH:13]=[CH:12][CH:11]=1.C(=O)([O-])[O-].[Na+].[Na+], predict the reaction product. The product is: [C:10]1([C:2]2[CH:3]=[C:4]([Cl:9])[CH:5]=[C:6]([C:2]3[CH:3]=[CH:4][CH:5]=[CH:6][CH:7]=3)[CH:7]=2)[CH:15]=[CH:14][CH:13]=[CH:12][CH:11]=1.